This data is from Clinical trial toxicity outcomes and FDA approval status for drugs. The task is: Regression/Classification. Given a drug SMILES string, predict its toxicity properties. Task type varies by dataset: regression for continuous values (e.g., LD50, hERG inhibition percentage) or binary classification for toxic/non-toxic outcomes (e.g., AMES mutagenicity, cardiotoxicity, hepatotoxicity). Dataset: clintox. (1) The compound is Nc1ccn(C[C@@H](CO)OCP(=O)([O-])[O-])c(=O)n1. The result is 0 (passed clinical trial). (2) The compound is CCCCC(CC)COC(=O)C(C#N)=C(c1ccccc1)c1ccccc1. The result is 0 (passed clinical trial). (3) The compound is CCCC(CCC)C(=O)O[C@@H]1C[C@@H]2CC[C@H](C1)[N+]2(C)C. The result is 0 (passed clinical trial). (4) The drug is [NH3+]CCC[NH2+]CCSP(=O)([O-])[O-]. The result is 0 (passed clinical trial). (5) The drug is CCCCNc1ccc(C(=O)OCCOCCOCCOCCOCCOCCOCCOCCOCCOC)cc1. The result is 0 (passed clinical trial). (6) The drug is CC(=O)OCC(=O)[C@@]1(O)CC[C@H]2[C@@H]3CCC4=CC(=O)CC[C@]4(C)[C@H]3C(=O)C[C@@]21C. The result is 0 (passed clinical trial). (7) The result is 0 (passed clinical trial). The compound is CC(=O)OCC(=O)[C@@]12OC3(CCCC3)O[C@@H]1C[C@H]1[C@@H]3CCC4=CC(=O)C=C[C@]4(C)[C@@]3(F)[C@@H](O)C[C@@]12C. (8) The molecule is CCc1nn(CCC[NH+]2CCN(c3cccc(Cl)c3)CC2)c(=O)n1CCOc1ccccc1. The result is 0 (passed clinical trial).